This data is from Peptide-MHC class I binding affinity with 185,985 pairs from IEDB/IMGT. The task is: Regression. Given a peptide amino acid sequence and an MHC pseudo amino acid sequence, predict their binding affinity value. This is MHC class I binding data. (1) The peptide sequence is TLMNVITLV. The MHC is HLA-A26:01 with pseudo-sequence HLA-A26:01. The binding affinity (normalized) is 0.351. (2) The peptide sequence is ALELGRKTL. The MHC is HLA-A02:06 with pseudo-sequence HLA-A02:06. The binding affinity (normalized) is 0.407. (3) The peptide sequence is CMIRWLGGI. The MHC is HLA-A02:01 with pseudo-sequence HLA-A02:01. The binding affinity (normalized) is 0.440. (4) The peptide sequence is TRVTAIEKYL. The MHC is Mamu-A07 with pseudo-sequence Mamu-A07. The binding affinity (normalized) is 0. (5) The peptide sequence is ETFKIDAVRY. The binding affinity (normalized) is 0.0636. The MHC is HLA-A11:01 with pseudo-sequence HLA-A11:01. (6) The peptide sequence is LAPNPNRFV. The MHC is Mamu-B17 with pseudo-sequence Mamu-B17. The binding affinity (normalized) is 0. (7) The peptide sequence is ERLAARGLL. The MHC is HLA-B27:05 with pseudo-sequence HLA-B27:05. The binding affinity (normalized) is 0.484.